Dataset: NCI-60 drug combinations with 297,098 pairs across 59 cell lines. Task: Regression. Given two drug SMILES strings and cell line genomic features, predict the synergy score measuring deviation from expected non-interaction effect. (1) Drug 1: C1CN(CCN1C(=O)CCBr)C(=O)CCBr. Drug 2: C(CN)CNCCSP(=O)(O)O. Cell line: SK-OV-3. Synergy scores: CSS=21.6, Synergy_ZIP=4.77, Synergy_Bliss=3.92, Synergy_Loewe=5.56, Synergy_HSA=2.65. (2) Drug 1: CC1=C2C(C(=O)C3(C(CC4C(C3C(C(C2(C)C)(CC1OC(=O)C(C(C5=CC=CC=C5)NC(=O)C6=CC=CC=C6)O)O)OC(=O)C7=CC=CC=C7)(CO4)OC(=O)C)O)C)OC(=O)C. Drug 2: C1C(C(OC1N2C=NC3=C2NC=NCC3O)CO)O. Cell line: TK-10. Synergy scores: CSS=35.3, Synergy_ZIP=2.28, Synergy_Bliss=2.26, Synergy_Loewe=-17.0, Synergy_HSA=1.19. (3) Drug 1: CC1=C2C(C(=O)C3(C(CC4C(C3C(C(C2(C)C)(CC1OC(=O)C(C(C5=CC=CC=C5)NC(=O)OC(C)(C)C)O)O)OC(=O)C6=CC=CC=C6)(CO4)OC(=O)C)OC)C)OC. Drug 2: COCCOC1=C(C=C2C(=C1)C(=NC=N2)NC3=CC=CC(=C3)C#C)OCCOC.Cl. Cell line: A498. Synergy scores: CSS=43.3, Synergy_ZIP=-0.201, Synergy_Bliss=5.48, Synergy_Loewe=7.91, Synergy_HSA=10.5. (4) Synergy scores: CSS=31.6, Synergy_ZIP=-0.821, Synergy_Bliss=-3.45, Synergy_Loewe=-32.7, Synergy_HSA=-3.23. Drug 1: C1CC2CC3=C(CC1C24CN(S(=O)(=O)N4)CC(F)(F)F)C=CC(=C3)C=CCN5CCC(CC5)C(F)(F)F. Drug 2: CC1C(C(CC(O1)OC2CC(CC3=C2C(=C4C(=C3O)C(=O)C5=C(C4=O)C(=CC=C5)OC)O)(C(=O)CO)O)N)O. Cell line: SK-OV-3. (5) Drug 1: CC1=C2C(C(=O)C3(C(CC4C(C3C(C(C2(C)C)(CC1OC(=O)C(C(C5=CC=CC=C5)NC(=O)OC(C)(C)C)O)O)OC(=O)C6=CC=CC=C6)(CO4)OC(=O)C)O)C)O. Drug 2: C1=CN(C=N1)CC(O)(P(=O)(O)O)P(=O)(O)O. Cell line: SN12C. Synergy scores: CSS=2.10, Synergy_ZIP=1.94, Synergy_Bliss=3.47, Synergy_Loewe=4.44, Synergy_HSA=3.75. (6) Drug 1: C1=NC2=C(N=C(N=C2N1C3C(C(C(O3)CO)O)F)Cl)N. Drug 2: CCC1(CC2CC(C3=C(CCN(C2)C1)C4=CC=CC=C4N3)(C5=C(C=C6C(=C5)C78CCN9C7C(C=CC9)(C(C(C8N6C)(C(=O)OC)O)OC(=O)C)CC)OC)C(=O)OC)O.OS(=O)(=O)O. Cell line: NCI-H322M. Synergy scores: CSS=-0.0845, Synergy_ZIP=1.63, Synergy_Bliss=2.33, Synergy_Loewe=-1.28, Synergy_HSA=-0.520.